From a dataset of Full USPTO retrosynthesis dataset with 1.9M reactions from patents (1976-2016). Predict the reactants needed to synthesize the given product. (1) Given the product [CH3:8][C:4]1[N:3]=[C:2]([C:12]#[C:11][CH2:10][CH2:9][C:13]2[CH:22]=[CH:21][C:20]3[C:15](=[CH:16][CH:17]=[CH:18][CH:19]=3)[N:14]=2)[CH:7]=[CH:6][CH:5]=1, predict the reactants needed to synthesize it. The reactants are: Br[C:2]1[CH:7]=[CH:6][CH:5]=[C:4]([CH3:8])[N:3]=1.[CH2:9]([C:13]1[CH:22]=[CH:21][C:20]2[C:15](=[CH:16][CH:17]=[CH:18][CH:19]=2)[N:14]=1)[CH2:10][C:11]#[CH:12]. (2) Given the product [C:18]([C:17]1[N:8]2[C:9]([C:10](=[O:12])[NH:11][C:6]([CH:1]3[CH2:5][CH2:4][CH2:3][CH2:2]3)=[N:7]2)=[C:13]([CH2:14][CH3:15])[N:16]=1)([CH3:21])([CH3:20])[CH3:19], predict the reactants needed to synthesize it. The reactants are: [CH:1]1([C:6]2[NH:11][C:10](=[O:12])[C:9]([CH:13]([NH:16][C:17](=O)[C:18]([CH3:21])([CH3:20])[CH3:19])[CH2:14][CH3:15])=[N:8][N:7]=2)[CH2:5][CH2:4][CH2:3][CH2:2]1.P(Cl)(Cl)(Cl)=O. (3) Given the product [CH3:1][O:2][C:3](=[O:16])[C:4]1[CH:9]=[C:8]([C:22]2[CH:27]=[N:26][CH:25]=[CH:24][N:23]=2)[C:7]([C:11]([F:14])([F:13])[F:12])=[CH:6][C:5]=1[NH2:15], predict the reactants needed to synthesize it. The reactants are: [CH3:1][O:2][C:3](=[O:16])[C:4]1[CH:9]=[C:8](I)[C:7]([C:11]([F:14])([F:13])[F:12])=[CH:6][C:5]=1[NH2:15].C([Sn](CCCC)(CCCC)[C:22]1[CH:27]=[N:26][CH:25]=[CH:24][N:23]=1)CCC.[Li+].[Cl-].C(C1C(C)=CC=C(O)C=1C(C)(C)C)(C)(C)C. (4) Given the product [Cl:35][C:29]1[CH:30]=[C:31]([F:34])[CH:32]=[CH:33][C:28]=1[C@@H:19]1[N:20]=[C:21]([C:23]2[S:24][CH:25]=[CH:26][N:27]=2)[NH:22][C:17]([CH2:16][N:6]2[CH2:7][C:3]([F:2])([F:14])[CH2:4][C@H:5]2[CH2:8][CH:9]([CH3:13])[C:10]([OH:12])=[O:11])=[C:18]1[C:36]([O:38][CH2:39][CH3:40])=[O:37], predict the reactants needed to synthesize it. The reactants are: Cl.[F:2][C:3]1([F:14])[CH2:7][NH:6][C@H:5]([CH2:8][CH:9]([CH3:13])[C:10]([OH:12])=[O:11])[CH2:4]1.Br[CH2:16][C:17]1[NH:22][C:21]([C:23]2[S:24][CH:25]=[CH:26][N:27]=2)=[N:20][C@@H:19]([C:28]2[CH:33]=[CH:32][C:31]([F:34])=[CH:30][C:29]=2[Cl:35])[C:18]=1[C:36]([O:38][CH2:39][CH3:40])=[O:37].C(=O)([O-])[O-].[K+].[K+]. (5) Given the product [Cl:8][C:6]1[N:5]=[CH:4][N:3]=[C:2]([NH:18][C:19]2[CH:24]=[CH:23][C:22]([C:25](=[O:30])[C:26]([F:27])([F:28])[F:29])=[CH:21][CH:20]=2)[N:7]=1, predict the reactants needed to synthesize it. The reactants are: Cl[C:2]1[N:7]=[C:6]([Cl:8])[N:5]=[CH:4][N:3]=1.C(N(CC)C(C)C)(C)C.[NH2:18][C:19]1[CH:24]=[CH:23][C:22]([C:25](=[O:30])[C:26]([F:29])([F:28])[F:27])=[CH:21][CH:20]=1.